From a dataset of NCI-60 drug combinations with 297,098 pairs across 59 cell lines. Regression. Given two drug SMILES strings and cell line genomic features, predict the synergy score measuring deviation from expected non-interaction effect. (1) Drug 1: CN1C2=C(C=C(C=C2)N(CCCl)CCCl)N=C1CCCC(=O)O.Cl. Drug 2: CC1CCCC2(C(O2)CC(NC(=O)CC(C(C(=O)C(C1O)C)(C)C)O)C(=CC3=CSC(=N3)C)C)C. Cell line: UACC-257. Synergy scores: CSS=22.5, Synergy_ZIP=0.104, Synergy_Bliss=-0.559, Synergy_Loewe=-9.51, Synergy_HSA=-0.965. (2) Drug 1: CC12CCC3C(C1CCC2O)C(CC4=C3C=CC(=C4)O)CCCCCCCCCS(=O)CCCC(C(F)(F)F)(F)F. Drug 2: CC1CCCC2(C(O2)CC(NC(=O)CC(C(C(=O)C(C1O)C)(C)C)O)C(=CC3=CSC(=N3)C)C)C. Cell line: HL-60(TB). Synergy scores: CSS=84.7, Synergy_ZIP=0.955, Synergy_Bliss=2.23, Synergy_Loewe=-10.4, Synergy_HSA=0.796.